From a dataset of Full USPTO retrosynthesis dataset with 1.9M reactions from patents (1976-2016). Predict the reactants needed to synthesize the given product. (1) Given the product [Cl:15][C:13]1([Cl:14])[C@H:9]([OH:8])[C@@H:10]([CH2:24][OH:25])[O:11][C@H:12]1[N:16]1[CH:21]=[CH:20][C:19](=[O:22])[NH:18][C:17]1=[O:23], predict the reactants needed to synthesize it. The reactants are: CC1C=CC(C([O:8][C@H:9]2[C:13]([Cl:15])([Cl:14])[C@H:12]([N:16]3[CH:21]=[CH:20][C:19](=[O:22])[NH:18][C:17]3=[O:23])[O:11][C@@H:10]2[CH2:24][O:25]C(=O)C2C=CC(C)=CC=2)=O)=CC=1. (2) Given the product [F:33][C:30]([F:31])([F:32])[C:22]1[CH:21]=[C:20]([C@H:18]([O:17][C@H:14]2[O:15][CH2:16][C@@H:10]3[CH2:9][NH:8][CH2:12][C@H:11]3[C@@H:13]2[C:34]2[CH:39]=[CH:38][C:37]([F:40])=[CH:36][C:35]=2[CH3:41])[CH3:19])[CH:25]=[C:24]([C:26]([F:29])([F:27])[F:28])[CH:23]=1, predict the reactants needed to synthesize it. The reactants are: C([N:8]1[CH2:12][C@H:11]2[C@H:13]([C:34]3[CH:39]=[CH:38][C:37]([F:40])=[CH:36][C:35]=3[CH3:41])[C@@H:14]([O:17][C@@H:18]([C:20]3[CH:25]=[C:24]([C:26]([F:29])([F:28])[F:27])[CH:23]=[C:22]([C:30]([F:33])([F:32])[F:31])[CH:21]=3)[CH3:19])[O:15][CH2:16][C@@H:10]2[CH2:9]1)C1C=CC=CC=1.[H][H]. (3) Given the product [Cl:8][C:5]1[CH:6]=[CH:7][C:2]([NH:1][S:24]([CH3:23])(=[O:26])=[O:25])=[C:3]([C:9]([C:11]2[CH:16]=[CH:15][N:14]=[CH:13][CH:12]=2)=[O:10])[CH:4]=1, predict the reactants needed to synthesize it. The reactants are: [NH2:1][C:2]1[CH:7]=[CH:6][C:5]([Cl:8])=[CH:4][C:3]=1[C:9]([C:11]1[CH:16]=[CH:15][N:14]=[CH:13][CH:12]=1)=[O:10].N1C=CC=CC=1.[CH3:23][S:24](Cl)(=[O:26])=[O:25].[OH-].[Na+]. (4) Given the product [Cl:24][C:4]1[CH:3]=[C:2]([N:45]2[CH:46]=[N:47][C:48]3[C:44]2=[N:43][CH:42]=[N:41][CH:49]=3)[CH:23]=[CH:22][C:5]=1[C:6]([N:8]1[CH2:12][CH2:11][C@@:10]2([C:16]3[CH:17]=[CH:18][CH:19]=[CH:20][C:15]=3[C:14](=[O:21])[O:13]2)[CH2:9]1)=[O:7], predict the reactants needed to synthesize it. The reactants are: Br[C:2]1[CH:23]=[CH:22][C:5]([C:6]([N:8]2[CH2:12][CH2:11][C@@:10]3([C:16]4[CH:17]=[CH:18][CH:19]=[CH:20][C:15]=4[C:14](=[O:21])[O:13]3)[CH2:9]2)=[O:7])=[C:4]([Cl:24])[CH:3]=1.O1CCOCC1.CN[C@H]1CCCC[C@@H]1NC.[N:41]1[CH:49]=[C:48]2[C:44]([NH:45][CH:46]=[N:47]2)=[N:43][CH:42]=1.C(=O)([O-])[O-].[K+].[K+]. (5) The reactants are: [CH2:1]([N:3]([CH2:18][CH3:19])[C:4](=[O:17])[C@@H:5]1[CH2:9][CH2:8][CH2:7][N:6]1CC1C=CC=CC=1)[CH3:2].[ClH:20]. Given the product [ClH:20].[CH2:18]([N:3]([CH2:1][CH3:2])[C:4](=[O:17])[C@@H:5]1[CH2:9][CH2:8][CH2:7][NH:6]1)[CH3:19], predict the reactants needed to synthesize it. (6) Given the product [CH2:11]([O:10][C:8](=[O:9])[C:7]1[C:2]([NH:22][C:19]2[CH:20]=[CH:21][C:16]([CH2:14][CH3:15])=[CH:17][C:18]=2[F:23])=[CH:3][C:4]([Cl:13])=[N:5][CH:6]=1)[CH3:12], predict the reactants needed to synthesize it. The reactants are: Cl[C:2]1[C:7]([C:8]([O:10][CH2:11][CH3:12])=[O:9])=[CH:6][N:5]=[C:4]([Cl:13])[CH:3]=1.[CH2:14]([C:16]1[CH:21]=[CH:20][C:19]([NH2:22])=[C:18]([F:23])[CH:17]=1)[CH3:15].